From a dataset of Peptide-MHC class II binding affinity with 134,281 pairs from IEDB. Regression. Given a peptide amino acid sequence and an MHC pseudo amino acid sequence, predict their binding affinity value. This is MHC class II binding data. (1) The peptide sequence is EKKYFAATQFEPLAG. The MHC is HLA-DPA10301-DPB10402 with pseudo-sequence HLA-DPA10301-DPB10402. The binding affinity (normalized) is 0.966. (2) The peptide sequence is DRYSVDADLQLGELI. The MHC is DRB1_0701 with pseudo-sequence DRB1_0701. The binding affinity (normalized) is 0.176. (3) The peptide sequence is AAATAGTLVYGAFAA. The MHC is HLA-DPA10103-DPB10601 with pseudo-sequence HLA-DPA10103-DPB10601. The binding affinity (normalized) is 0.302.